From a dataset of Full USPTO retrosynthesis dataset with 1.9M reactions from patents (1976-2016). Predict the reactants needed to synthesize the given product. (1) Given the product [Cl:28][C:25]1[CH:26]=[CH:27][C:22]([CH2:21][C@@H:3]([NH:2][C:48]([C@@H:39]2[CH2:40][C:41]3[C:46](=[CH:45][CH:44]=[CH:43][CH:42]=3)[CH2:47][N:38]2[C:51]([O:53][C:54]([CH3:57])([CH3:56])[CH3:55])=[O:52])=[O:49])[C:4]([N:6]2[CH2:11][CH2:10][CH:9]([C:12]3[CH:17]=[CH:16][CH:15]=[CH:14][C:13]=3[CH2:18][CH2:19][OH:20])[CH2:8][CH2:7]2)=[O:5])=[CH:23][CH:24]=1, predict the reactants needed to synthesize it. The reactants are: Cl.[NH2:2][C@H:3]([CH2:21][C:22]1[CH:27]=[CH:26][C:25]([Cl:28])=[CH:24][CH:23]=1)[C:4]([N:6]1[CH2:11][CH2:10][CH:9]([C:12]2[CH:17]=[CH:16][CH:15]=[CH:14][C:13]=2[CH2:18][CH2:19][OH:20])[CH2:8][CH2:7]1)=[O:5].CCN(C(C)C)C(C)C.[N:38]1([C:51]([O:53][C:54]([CH3:57])([CH3:56])[CH3:55])=[O:52])[CH2:47][C:46]2[C:41](=[CH:42][CH:43]=[CH:44][CH:45]=2)[CH2:40][C@H:39]1[C:48](O)=[O:49].C1C=NC2N(O)N=NC=2C=1.C(Cl)CCl. (2) Given the product [Cl:20][C:21]1[CH:22]=[CH:23][C:24]([CH:27]([C:30]2[CH:31]=[CH:32][CH:33]=[CH:34][CH:35]=2)[N:28]([CH3:29])[C:16](=[O:18])[CH2:15][C:12]2[CH:11]=[CH:10][C:9]([O:8][CH2:7][C:6]3[C:2]([CH3:1])=[N:3][O:4][C:5]=3[CH3:19])=[CH:14][CH:13]=2)=[CH:25][CH:26]=1, predict the reactants needed to synthesize it. The reactants are: [CH3:1][C:2]1[C:6]([CH2:7][O:8][C:9]2[CH:14]=[CH:13][C:12]([CH2:15][C:16]([OH:18])=O)=[CH:11][CH:10]=2)=[C:5]([CH3:19])[O:4][N:3]=1.[Cl:20][C:21]1[CH:26]=[CH:25][C:24]([CH:27]([C:30]2[CH:35]=[CH:34][CH:33]=[CH:32][CH:31]=2)[NH:28][CH3:29])=[CH:23][CH:22]=1. (3) Given the product [CH3:3][N:2]([CH3:1])[CH2:4][CH2:5][N:6]1[C:20](=[O:21])[C:15]2[CH:16]=[C:17]([NH:19][C:26]([NH:25][CH2:24][CH2:23][Cl:22])=[O:27])[CH:18]=[C:13]3[C:14]=2[C:9](=[CH:10][CH:11]=[CH:12]3)[C:7]1=[O:8], predict the reactants needed to synthesize it. The reactants are: [CH3:1][N:2]([CH2:4][CH2:5][N:6]1[C:20](=[O:21])[C:15]2=[CH:16][C:17]([NH2:19])=[CH:18][C:13]3[C:14]2=[C:9]([CH:10]=[CH:11][CH:12]=3)[C:7]1=[O:8])[CH3:3].[Cl:22][CH2:23][CH2:24][N:25]=[C:26]=[O:27]. (4) Given the product [OH:74][C:64]1[C:65](=[O:73])[N:66]([CH2:69][CH2:70][O:71][CH3:72])[CH:67]=[CH:68][C:63]=1[C:61]([NH:60][CH2:59][CH2:58][N:20]([CH2:19][CH2:18][NH:17][C:15]([C:14]1[CH:13]=[CH:12][N:11]([CH2:82][CH2:83][O:84][CH3:85])[C:10](=[O:86])[C:9]=1[OH:8])=[O:16])[C:21]([CH:23]([NH:36][C:37]([C:39]1[CH:44]=[CH:43][N:42]([CH2:45][CH2:46][O:47][CH3:48])[C:41](=[O:49])[C:40]=1[OH:50])=[O:38])[CH2:24][CH2:25][CH2:26][CH2:27][NH2:28])=[O:22])=[O:62], predict the reactants needed to synthesize it. The reactants are: C([O:8][C:9]1[C:10](=[O:86])[N:11]([CH2:82][CH2:83][O:84][CH3:85])[CH:12]=[CH:13][C:14]=1[C:15]([NH:17][CH2:18][CH2:19][N:20]([CH2:58][CH2:59][NH:60][C:61]([C:63]1[CH:68]=[CH:67][N:66]([CH2:69][CH2:70][O:71][CH3:72])[C:65](=[O:73])[C:64]=1[O:74]CC1C=CC=CC=1)=[O:62])[C:21]([CH:23]([NH:36][C:37]([C:39]1[CH:44]=[CH:43][N:42]([CH2:45][CH2:46][O:47][CH3:48])[C:41](=[O:49])[C:40]=1[O:50]CC1C=CC=CC=1)=[O:38])[CH2:24][CH2:25][CH2:26][CH2:27][NH:28]C(=O)OC(C)(C)C)=[O:22])=[O:16])C1C=CC=CC=1.Cl.